Dataset: Full USPTO retrosynthesis dataset with 1.9M reactions from patents (1976-2016). Task: Predict the reactants needed to synthesize the given product. (1) Given the product [CH2:1]([O:8][C:9]1[CH:30]=[C:29]([O:31][CH2:32][C:33]2[CH:38]=[CH:37][CH:36]=[CH:35][CH:34]=2)[C:28]([C:39]([CH3:41])=[CH2:40])=[CH:27][C:10]=1[C:11]([N:13]([CH3:44])[C:14]1[CH:15]=[CH:16][C:17]([CH2:20][N:21]2[CH2:26][CH2:25][O:24][CH2:23][CH2:22]2)=[CH:18][CH:19]=1)=[O:12])[C:2]1[CH:3]=[CH:4][CH:5]=[CH:6][CH:7]=1, predict the reactants needed to synthesize it. The reactants are: [CH2:1]([O:8][C:9]1[CH:30]=[C:29]([O:31][CH2:32][C:33]2[CH:38]=[CH:37][CH:36]=[CH:35][CH:34]=2)[C:28]([C:39]([CH3:41])=[CH2:40])=[CH:27][C:10]=1[C:11]([NH:13][C:14]1[CH:19]=[CH:18][C:17]([CH2:20][N:21]2[CH2:26][CH2:25][O:24][CH2:23][CH2:22]2)=[CH:16][CH:15]=1)=[O:12])[C:2]1[CH:7]=[CH:6][CH:5]=[CH:4][CH:3]=1.[H-].[Na+].[CH3:44]I. (2) Given the product [CH3:22][C:17]1[CH:16]=[C:15]([CH3:23])[N:14]=[C:13]([NH:1][C:2]2[CH:3]=[CH:4][C:5]([CH2:8][CH:9]([OH:11])[CH3:10])=[CH:6][CH:7]=2)[C:18]=1[N+:19]([O-:21])=[O:20], predict the reactants needed to synthesize it. The reactants are: [NH2:1][C:2]1[CH:7]=[CH:6][C:5]([CH2:8][CH:9]([OH:11])[CH3:10])=[CH:4][CH:3]=1.Cl[C:13]1[C:18]([N+:19]([O-:21])=[O:20])=[C:17]([CH3:22])[CH:16]=[C:15]([CH3:23])[N:14]=1. (3) Given the product [NH2:1][C:2]1[C:7]([CH3:9])([CH3:8])[S:6](=[O:11])(=[O:10])[CH2:5][C@:4]([C:12]2[CH:17]=[C:16]([N+:26]([O-:28])=[O:27])[CH:15]=[CH:14][C:13]=2[F:18])([CH2:19][F:20])[N:3]=1, predict the reactants needed to synthesize it. The reactants are: [NH2:1][C:2]1[C:7]([CH3:9])([CH3:8])[S:6](=[O:11])(=[O:10])[CH2:5][C@@:4]([CH2:19][F:20])([C:12]2[CH:17]=[CH:16][CH:15]=[CH:14][C:13]=2[F:18])[N:3]=1.S(=O)(=O)(O)O.[N+:26]([O-])([O-:28])=[O:27].[K+].[OH-].[NH4+]. (4) Given the product [F:22][C:4]([F:21])([C:5]([F:19])([F:20])[C:6]([F:17])([F:18])[C:7]([F:15])([F:16])[C:8]([F:13])([F:14])[C:9]([F:12])([F:11])[F:10])[CH2:1][CH2:2][O:3][CH2:36][CH2:35][CH2:34][CH2:33][CH2:32][CH2:31][CH2:30][CH2:29][CH2:28][CH:27]=[CH2:26], predict the reactants needed to synthesize it. The reactants are: [CH2:1]([C:4]([F:22])([F:21])[C:5]([F:20])([F:19])[C:6]([F:18])([F:17])[C:7]([F:16])([F:15])[C:8]([F:14])([F:13])[C:9]([F:12])([F:11])[F:10])[CH2:2][OH:3].[OH-].[K+].Br[CH2:26][CH2:27][CH2:28][CH2:29][CH2:30][CH2:31][CH2:32][CH2:33][CH2:34][CH:35]=[CH2:36]. (5) Given the product [C:40]([N:23]1[CH2:24][CH2:25][CH:21]([NH:20][C:17]2[CH:18]=[N:19][C:11]([O:10][C:9]3[CH:26]=[CH:27][C:6]([O:5][C:4]4[CH:28]=[CH:29][CH:30]=[C:2]([F:1])[CH:3]=4)=[CH:7][CH:8]=3)=[C:12]([CH:16]=2)[C:13]([NH2:15])=[O:14])[CH2:22]1)(=[O:43])[CH:41]=[CH2:42], predict the reactants needed to synthesize it. The reactants are: [F:1][C:2]1[CH:3]=[C:4]([CH:28]=[CH:29][CH:30]=1)[O:5][C:6]1[CH:27]=[CH:26][C:9]([O:10][C:11]2[N:19]=[CH:18][C:17]([NH:20][CH:21]3[CH2:25][CH2:24][NH:23][CH2:22]3)=[CH:16][C:12]=2[C:13]([NH2:15])=[O:14])=[CH:8][CH:7]=1.C(N(CC)C(C)C)(C)C.[C:40](Cl)(=[O:43])[CH:41]=[CH2:42].